Dataset: Tyrosyl-DNA phosphodiesterase HTS with 341,365 compounds. Task: Binary Classification. Given a drug SMILES string, predict its activity (active/inactive) in a high-throughput screening assay against a specified biological target. (1) The drug is Fc1ccc(CNC(=O)Cn2n(c(=O)c3c2nccc3)c2ccc(cc2)CC)cc1. The result is 0 (inactive). (2) The molecule is S=C(NNC(=O)c1c2c(nc(c3cc(OCCCC)ccc3)c1)cccc2)NCC. The result is 0 (inactive). (3) The molecule is S(CC(=O)N1CCNC1=O)c1oc(nn1)c1ccc(OCC)cc1. The result is 0 (inactive). (4) The compound is S1C(NC(=O)C(C)C)=NC(=O)C1. The result is 0 (inactive). (5) The compound is S(=O)(=O)(N(c1ccc(OC)cc1)CC(=O)N\N=C\c1occc1)c1ccccc1. The result is 0 (inactive). (6) The drug is S(CC(=O)Nc1noc(c1)C)c1scc(n1)c1ccccc1. The result is 0 (inactive).